From a dataset of Reaction yield outcomes from USPTO patents with 853,638 reactions. Predict the reaction yield, written as a fraction of the theoretical maximum amount of product (1.0 means a 100% yield; for example, 0.34 means a 34% yield). (1) The reactants are [H-].[Na+].[CH3:3][C@H:4]([OH:8])[C@@H:5]([OH:7])[CH3:6].[NH2:9][C:10]1[C:18]2[C:17]([C:19]3[CH:24]=[CH:23][C:22]([Cl:25])=[C:21]([Cl:26])[CH:20]=3)=[N:16][C:15](S(C)=O)=[N:14][C:13]=2[S:12][C:11]=1[C:30]([NH2:32])=[O:31]. The catalyst is C1COCC1. The product is [OH:7][C@@H:5]([CH3:6])[C@H:4]([CH3:3])[O:8][C:15]1[N:16]=[C:17]([C:19]2[CH:24]=[CH:23][C:22]([Cl:25])=[C:21]([Cl:26])[CH:20]=2)[C:18]2[C:10]([NH2:9])=[C:11]([C:30]([NH2:32])=[O:31])[S:12][C:13]=2[N:14]=1. The yield is 0.0940. (2) The reactants are [N+]([O-])(O)=O.OS(O)(=O)=O.[CH3:10][C:11]1C=C(C=CC=1)C(O)=O.CC1C([N+]([O-])=O)=C(C([N+]([O-])=O)=CC=1)C(O)=O.[CH3:36][C:37]1[C:38]([N+:49]([O-:51])=[O:50])=[CH:39][C:40]([N+:46]([O-:48])=[O:47])=[C:41]([CH:45]=1)[C:42]([OH:44])=[O:43].O=S(Cl)Cl. The catalyst is CCO. The product is [CH2:10]([O:43][C:42](=[O:44])[C:41]1[CH:45]=[C:37]([CH3:36])[C:38]([N+:49]([O-:51])=[O:50])=[CH:39][C:40]=1[N+:46]([O-:48])=[O:47])[CH3:11]. The yield is 0.200. (3) The reactants are Cl[C:2]1[C:3]([CH2:8][C:9]([O:11][CH2:12][CH3:13])=[O:10])=[N:4][CH:5]=[CH:6][N:7]=1.CN(C=O)C.[CH3:19][Si:20]([C:23]#[CH:24])([CH3:22])[CH3:21]. The product is [CH3:19][Si:20]([C:23]#[C:24][C:2]1[C:3]([CH2:8][C:9]([O:11][CH2:12][CH3:13])=[O:10])=[N:4][CH:5]=[CH:6][N:7]=1)([CH3:22])[CH3:21]. The catalyst is Cl[Pd](Cl)([P](C1C=CC=CC=1)(C1C=CC=CC=1)C1C=CC=CC=1)[P](C1C=CC=CC=1)(C1C=CC=CC=1)C1C=CC=CC=1.[Cu]I.C(N(CC)CC)C. The yield is 0.720. (4) The reactants are Cl[C:2]1[N:10]=[CH:9][N:8]=[C:7]2[C:3]=1[NH:4][CH:5]=[N:6]2.[CH3:11][NH:12][CH2:13][CH2:14][CH2:15][NH2:16]. The catalyst is C(O)C. The product is [CH3:11][NH:12][CH2:13][CH2:14][CH2:15][NH:16][C:2]1[N:10]=[CH:9][N:8]=[C:7]2[C:3]=1[N:4]=[CH:5][NH:6]2. The yield is 0.490.